This data is from Catalyst prediction with 721,799 reactions and 888 catalyst types from USPTO. The task is: Predict which catalyst facilitates the given reaction. (1) Reactant: [Cl:1][C:2]1[C:33]([CH3:34])=[CH:32][C:5]([O:6][CH2:7][CH2:8][CH2:9][C:10]2[C:18]3[C:13](=[C:14]([C:19]4[C:20]([CH3:25])=[N:21][NH:22][C:23]=4[CH3:24])[CH:15]=[CH:16][CH:17]=3)[N:12]([CH2:26][CH2:27][C:28]([OH:30])=[O:29])[C:11]=2[CH3:31])=[CH:4][C:3]=1[CH3:35].[H-].[Na+].[CH3:38]I. Product: [Cl:1][C:2]1[C:33]([CH3:34])=[CH:32][C:5]([O:6][CH2:7][CH2:8][CH2:9][C:10]2[C:18]3[C:13](=[C:14]([C:19]4[C:23]([CH3:24])=[N:22][N:21]([CH3:38])[C:20]=4[CH3:25])[CH:15]=[CH:16][CH:17]=3)[N:12]([CH2:26][CH2:27][C:28]([OH:30])=[O:29])[C:11]=2[CH3:31])=[CH:4][C:3]=1[CH3:35]. The catalyst class is: 3. (2) Reactant: [CH:1]([CH:4]1[C:9](=[O:10])[NH:8][C:7]2[CH:11]=[CH:12][C:13]([CH3:15])=[CH:14][C:6]=2[O:5]1)([CH3:3])[CH3:2].C(=O)([O-])[O-].[K+].[K+].[C:22]([O:26][CH3:27])(=[O:25])[CH:23]=[CH2:24].Cl. Product: [CH3:27][O:26][C:22](=[O:25])[CH2:23][CH2:24][N:8]1[C:7]2[CH:11]=[CH:12][C:13]([CH3:15])=[CH:14][C:6]=2[O:5][CH:4]([CH:1]([CH3:3])[CH3:2])[C:9]1=[O:10]. The catalyst class is: 42. (3) Reactant: C(OC([N:8]1[CH2:13][CH2:12][N:11]([C:14]([CH:16]2[CH2:20][CH2:19][N:18]([C:21]3[CH:26]=[CH:25][C:24]([Cl:27])=[C:23]([C:28]4[NH:32][C:31]5[CH:33]=[CH:34][CH:35]=[CH:36][C:30]=5[N:29]=4)[CH:22]=3)[CH2:17]2)=[O:15])[CH2:10][CH2:9]1)=O)(C)(C)C.Cl. Product: [NH:29]1[C:30]2[CH:36]=[CH:35][CH:34]=[CH:33][C:31]=2[N:32]=[C:28]1[C:23]1[CH:22]=[C:21]([N:18]2[CH2:19][CH2:20][CH:16]([C:14]([N:11]3[CH2:10][CH2:9][NH:8][CH2:13][CH2:12]3)=[O:15])[CH2:17]2)[CH:26]=[CH:25][C:24]=1[Cl:27]. The catalyst class is: 28. (4) Reactant: C1C(=O)N([Br:8])C(=O)C1.[CH3:9][O:10][C:11]1[C:12]([NH2:29])=[CH:13][C:14]2[CH:20]([CH3:21])[CH2:19][N:18]([C:22](=[O:27])[C:23]([F:26])([F:25])[F:24])[CH2:17][CH2:16][C:15]=2[N:28]=1. Product: [Br:8][C:13]1[C:14]2[CH:20]([CH3:21])[CH2:19][N:18]([C:22](=[O:27])[C:23]([F:26])([F:24])[F:25])[CH2:17][CH2:16][C:15]=2[N:28]=[C:11]([O:10][CH3:9])[C:12]=1[NH2:29]. The catalyst class is: 2. (5) Reactant: [CH3:1][CH:2]([NH:12][C:13]([CH3:16])([CH3:15])[CH3:14])[C:3]([C:5]1[CH:6]=[CH:7][CH:8]=[C:9]([Cl:11])[CH:10]=1)=[O:4].Cl.ClC1C=C(C(=O)C(NC(C)(C)C)C)C=CC=1.C(N(CC)CC)C.[C:41](Cl)(=[O:65])[O:42][CH2:43][O:44][C:45](=[O:64])[C:46]1[CH:51]=[C:50]([S:52]([NH2:55])(=[O:54])=[O:53])[C:49]([Cl:56])=[CH:48][C:47]=1[NH:57][CH2:58][C:59]1[O:60][CH:61]=[CH:62][CH:63]=1. Product: [NH2:55][S:52]([C:50]1[C:49]([Cl:56])=[CH:48][C:47]([NH:57][CH2:58][C:59]2[O:60][CH:61]=[CH:62][CH:63]=2)=[C:46]([CH:51]=1)[C:45]([O:44][CH2:43][O:42][C:41]([N:12]([C:13]([CH3:15])([CH3:14])[CH3:16])[CH:2]([CH3:1])[C:3]([C:5]1[CH:6]=[CH:7][CH:8]=[C:9]([Cl:11])[CH:10]=1)=[O:4])=[O:65])=[O:64])(=[O:53])=[O:54]. The catalyst class is: 10. (6) Reactant: [CH3:1][O:2][C:3]1[CH:8]=[CH:7][C:6]([C:9]2[CH:14]=[C:13]([C:15]([F:18])([F:17])[F:16])[N:12]3[N:19]=[CH:20][C:21]([C:22](O)=[O:23])=[C:11]3[N:10]=2)=[CH:5][CH:4]=1.C(Cl)(=O)C(Cl)=O.[C:31]1([CH:37]([N:39]2[CH2:44][CH2:43][NH:42][CH2:41][CH2:40]2)C)[CH:36]=[CH:35][CH:34]=[CH:33][CH:32]=1. Product: [CH3:1][O:2][C:3]1[CH:4]=[CH:5][C:6]([C:9]2[CH:14]=[C:13]([C:15]([F:17])([F:18])[F:16])[N:12]3[N:19]=[CH:20][C:21]([C:22]([N:42]4[CH2:43][CH2:44][N:39]([CH2:37][C:31]5[CH:32]=[CH:33][CH:34]=[CH:35][CH:36]=5)[CH2:40][CH2:41]4)=[O:23])=[C:11]3[N:10]=2)=[CH:7][CH:8]=1. The catalyst class is: 3.